The task is: Predict the reactants needed to synthesize the given product.. This data is from Full USPTO retrosynthesis dataset with 1.9M reactions from patents (1976-2016). (1) The reactants are: [F:1][C:2]1[CH:7]=[CH:6][C:5]([CH2:8][C:9]([OH:11])=[O:10])=[CH:4][CH:3]=1.C[Si]([N-][Si](C)(C)C)(C)C.[Na+].[Cl:22][CH2:23][CH2:24][CH2:25]I.O. Given the product [Cl:22][CH2:23][CH2:24][CH2:25][CH:8]([C:5]1[CH:4]=[CH:3][C:2]([F:1])=[CH:7][CH:6]=1)[C:9]([OH:11])=[O:10], predict the reactants needed to synthesize it. (2) Given the product [F:16][CH:15]([F:17])[C:12]1[CH:13]=[CH:14][C:2](/[CH:42]=[CH:41]/[C:40]([O:44][CH2:45][CH3:46])=[O:43])=[C:3]([CH2:4][N:5]2[N:9]=[N:8][C:7]([CH3:10])=[N:6]2)[CH:11]=1, predict the reactants needed to synthesize it. The reactants are: Br[C:2]1[CH:14]=[CH:13][C:12]([CH:15]([F:17])[F:16])=[CH:11][C:3]=1[CH2:4][N:5]1[N:9]=[N:8][C:7]([CH3:10])=[N:6]1.C1(C)C=CC=CC=1P(C1C=CC=CC=1C)C1C=CC=CC=1C.[C:40]([O:44][CH2:45][CH3:46])(=[O:43])[CH:41]=[CH2:42].C(N(CC)CC)C. (3) Given the product [F:2][C:3]1[CH:4]=[CH:5][C:6]([CH2:7][C@H:8]2[C@H:16]([CH3:17])[O:15][C:14](=[O:18])[C@@H:13]([NH:19][C:39](=[O:40])[C:32]3[C:31]([OH:30])=[C:36]([O:37][CH3:38])[CH:35]=[CH:34][N:33]=3)[CH2:12][CH2:11][O:10][C@@H:9]2[CH2:20][CH2:21][C:22]2[CH:27]=[CH:26][CH:25]=[CH:24][CH:23]=2)=[CH:28][CH:29]=1, predict the reactants needed to synthesize it. The reactants are: [Cl-].[F:2][C:3]1[CH:29]=[CH:28][C:6]([CH2:7][C@H:8]2[C@H:16]([CH3:17])[O:15][C:14](=[O:18])[C@@H:13]([NH3+:19])[CH2:12][CH2:11][O:10][C@@H:9]2[CH2:20][CH2:21][C:22]2[CH:27]=[CH:26][CH:25]=[CH:24][CH:23]=2)=[CH:5][CH:4]=1.[OH:30][C:31]1[C:32]([C:39](O)=[O:40])=[N:33][CH:34]=[CH:35][C:36]=1[O:37][CH3:38].C(N(C(C)C)C(C)C)C.C1CN([P+](ON2N=NC3C=CC=CC2=3)(N2CCCC2)N2CCCC2)CC1.F[P-](F)(F)(F)(F)F. (4) Given the product [CH3:37][C:33]1([CH3:38])[CH2:32][CH2:31][C:30]([CH3:40])([CH3:39])[C:29]2[CH:28]=[C:27]([C:2]3[N:7]=[C:6]([N:8]4[CH2:14][CH2:13][CH2:12][CH:11]([NH:15][CH2:16][CH2:17][OH:18])[CH2:10][CH2:9]4)[CH:5]=[CH:4][CH:3]=3)[CH:36]=[CH:35][C:34]1=2, predict the reactants needed to synthesize it. The reactants are: Br[C:2]1[N:7]=[C:6]([N:8]2[CH2:14][CH2:13][CH2:12][CH:11]([NH:15][CH2:16][CH2:17][OH:18])[CH2:10][CH2:9]2)[CH:5]=[CH:4][CH:3]=1.CC1(C)C(C)(C)OB([C:27]2[CH:36]=[CH:35][C:34]3[C:33]([CH3:38])([CH3:37])[CH2:32][CH2:31][C:30]([CH3:40])([CH3:39])[C:29]=3[CH:28]=2)O1.